Dataset: Peptide-MHC class I binding affinity with 185,985 pairs from IEDB/IMGT. Task: Regression. Given a peptide amino acid sequence and an MHC pseudo amino acid sequence, predict their binding affinity value. This is MHC class I binding data. (1) The peptide sequence is QYVYMGQPL. The MHC is HLA-A24:02 with pseudo-sequence HLA-A24:02. The binding affinity (normalized) is 0.222. (2) The peptide sequence is YTAVVPLVY. The MHC is HLA-B14:02 with pseudo-sequence HLA-B14:02. The binding affinity (normalized) is 0.